Task: Predict the reaction yield, written as a fraction of the theoretical maximum amount of product (1.0 means a 100% yield; for example, 0.34 means a 34% yield).. Dataset: Reaction yield outcomes from USPTO patents with 853,638 reactions (1) The reactants are [O:1]1[CH2:5][CH2:4][O:3][CH:2]1[C:6]1[CH:20]=[CH:19][C:9]([O:10][C:11]2[N:12]=[CH:13][C:14]([C:17]#[N:18])=[N:15][CH:16]=2)=[C:8]([CH3:21])[CH:7]=1.C([O-])([O-])=[O:23].[K+].[K+].OO. The catalyst is CS(C)=O. The product is [O:3]1[CH2:4][CH2:5][O:1][CH:2]1[C:6]1[CH:20]=[CH:19][C:9]([O:10][C:11]2[N:12]=[CH:13][C:14]([C:17]([NH2:18])=[O:23])=[N:15][CH:16]=2)=[C:8]([CH3:21])[CH:7]=1. The yield is 0.686. (2) The product is [CH3:17][NH:16][C:14](=[O:15])[CH2:13][NH:5][CH2:4][C:3]([NH:2][CH3:1])=[O:18]. The yield is 1.00. The reactants are [CH3:1][NH:2][C:3](=[O:18])[CH2:4][N:5]([CH2:13][C:14]([NH:16][CH3:17])=[O:15])CC1C=CC=CC=1. The catalyst is CO.[Pd]. (3) The reactants are [NH2:1][C:2]1[CH:7]=[C:6]([Cl:8])[C:5]([Br:9])=[CH:4][C:3]=1[CH2:10][OH:11]. The catalyst is ClCCl.[O-2].[Mn+4].[O-2]. The product is [NH2:1][C:2]1[CH:7]=[C:6]([Cl:8])[C:5]([Br:9])=[CH:4][C:3]=1[CH:10]=[O:11]. The yield is 0.810. (4) The catalyst is C(Cl)Cl. The yield is 0.320. The reactants are [Na].Br[C:3]1[CH:8]=[CH:7][C:6]([C:9]2[N:10]=C(C(O)=O)N(C)C=2)=[CH:5][CH:4]=1.CN1[CH2:24][CH2:23][O:22]CC1.Cl[C:26]([O:28][CH2:29]C(C)C)=[O:27].Cl.[CH3:34]NOC. The product is [C:9]([C:6]1[CH:7]=[C:8]([CH:3]=[CH:4][C:5]=1[O:22][CH:23]([CH3:24])[CH3:34])[C:26]([O:28][CH3:29])=[O:27])#[N:10]. (5) The reactants are CC(C)([O-])C.[K+].[I-].[CH2:8]([PH3+])[C:9]1[CH:14]=[CH:13][CH:12]=[CH:11][CH:10]=1.[F:16][C:17]1([F:40])[CH2:22][CH2:21][CH:20]([CH2:23][C:24]2[N:28]3[C:29]([CH3:35])=[CH:30][C:31]([CH:33]=O)=[CH:32][C:27]3=[N:26][C:25]=2[C:36]([F:39])([F:38])[F:37])[CH2:19][CH2:18]1.C(=O)([O-])O.[Na+]. The catalyst is C1COCC1.CCCCCCC.C(OCC)(=O)C. The product is [F:16][C:17]1([F:40])[CH2:22][CH2:21][CH:20]([CH2:23][C:24]2[N:28]3[C:29]([CH3:35])=[CH:30][C:31](/[CH:33]=[CH:8]\[C:9]4[CH:14]=[CH:13][CH:12]=[CH:11][CH:10]=4)=[CH:32][C:27]3=[N:26][C:25]=2[C:36]([F:39])([F:38])[F:37])[CH2:19][CH2:18]1. The yield is 0.440.